Dataset: Peptide-MHC class II binding affinity with 134,281 pairs from IEDB. Task: Regression. Given a peptide amino acid sequence and an MHC pseudo amino acid sequence, predict their binding affinity value. This is MHC class II binding data. (1) The peptide sequence is YDKFAANVSTVLTGK. The MHC is DRB1_0404 with pseudo-sequence DRB1_0404. The binding affinity (normalized) is 0.599. (2) The peptide sequence is EELRSLYNTVATLYCVH. The MHC is DRB5_0101 with pseudo-sequence DRB5_0101. The binding affinity (normalized) is 0.283. (3) The peptide sequence is AALMMAVSLMVGVSI. The MHC is HLA-DQA10501-DQB10301 with pseudo-sequence HLA-DQA10501-DQB10301. The binding affinity (normalized) is 0.155. (4) The peptide sequence is AAATATATAAVGAAT. The MHC is HLA-DQA10101-DQB10501 with pseudo-sequence HLA-DQA10101-DQB10501. The binding affinity (normalized) is 0.0608. (5) The peptide sequence is VKLVDANGKLHDKKS. The MHC is HLA-DPA10103-DPB10201 with pseudo-sequence HLA-DPA10103-DPB10201. The binding affinity (normalized) is 0.0576.